From a dataset of Reaction yield outcomes from USPTO patents with 853,638 reactions. Predict the reaction yield, written as a fraction of the theoretical maximum amount of product (1.0 means a 100% yield; for example, 0.34 means a 34% yield). (1) The reactants are [N:1]1[N:2]=[C:3]([NH2:6])[NH:4][CH:5]=1.[C:7]([C:9]1[CH:14]=[CH:13][CH:12]=[CH:11][C:10]=1[C:15]1[CH:20]=[C:19]([F:21])[C:18]([CH2:22][CH:23]([C:28](=O)[CH2:29][CH2:30][CH2:31][CH3:32])[C:24](OC)=[O:25])=[C:17]([F:34])[CH:16]=1)#[N:8]. The catalyst is ClC1C=CC(Cl)=CC=1Cl. The product is [CH2:29]([C:28]1[N:2]2[N:1]=[CH:5][N:4]=[C:3]2[NH:6][C:24](=[O:25])[C:23]=1[CH2:22][C:18]1[C:17]([F:34])=[CH:16][C:15]([C:10]2[C:9]([C:7]#[N:8])=[CH:14][CH:13]=[CH:12][CH:11]=2)=[CH:20][C:19]=1[F:21])[CH2:30][CH2:31][CH3:32]. The yield is 0.570. (2) The reactants are [CH2:1]([O:8][C:9]([N:11]1[CH2:15][C:14]([C:16]2[CH:21]=[CH:20][CH:19]=[CH:18][CH:17]=2)=[CH:13][C@H:12]1[C:22](OC)=[O:23])=[O:10])[C:2]1[CH:7]=[CH:6][CH:5]=[CH:4][CH:3]=1.[BH4-].[Li+]. No catalyst specified. The product is [CH2:1]([O:8][C:9]([N:11]1[CH2:15][C:14]([C:16]2[CH:21]=[CH:20][CH:19]=[CH:18][CH:17]=2)=[CH:13][C@H:12]1[CH2:22][OH:23])=[O:10])[C:2]1[CH:7]=[CH:6][CH:5]=[CH:4][CH:3]=1. The yield is 0.780. (3) The reactants are Cl[C:2]1[CH:7]=[C:6]([C:8]2[CH:13]=[C:12]([Cl:14])[CH:11]=[CH:10][C:9]=2[O:15][CH2:16][CH3:17])[N:5]=[C:4]([NH2:18])[N:3]=1.[NH2:19][C:20]1[CH:25]=[CH:24][C:23]([S:26]([NH2:29])(=[O:28])=[O:27])=[CH:22][CH:21]=1. No catalyst specified. The product is [NH2:18][C:4]1[N:3]=[C:2]([NH:19][C:20]2[CH:25]=[CH:24][C:23]([S:26]([NH2:29])(=[O:27])=[O:28])=[CH:22][CH:21]=2)[CH:7]=[C:6]([C:8]2[CH:13]=[C:12]([Cl:14])[CH:11]=[CH:10][C:9]=2[O:15][CH2:16][CH3:17])[N:5]=1. The yield is 0.430. (4) The reactants are [NH2:1][C:2]1[C:3]([C:9]([OH:11])=O)=[CH:4][C:5]([Cl:8])=[N:6][CH:7]=1.O.[CH:13]([NH2:15])=O. No catalyst specified. The product is [Cl:8][C:5]1[N:6]=[CH:7][C:2]2[N:1]=[CH:13][NH:15][C:9](=[O:11])[C:3]=2[CH:4]=1. The yield is 0.860. (5) The reactants are [CH3:1][O:2][C:3](=[O:34])[CH:4]([C:9]1[CH:10]=[C:11]([C:23]2[CH:28]=[CH:27][C:26]([Cl:29])=[C:25]([C:30]([F:33])([F:32])[F:31])[CH:24]=2)[CH:12]=[C:13](OS(C(F)(F)F)(=O)=O)[CH:14]=1)[CH2:5][CH:6]([CH3:8])[CH3:7].[F:35][C:36]1[CH:37]=[C:38]([CH:40]=[C:41]([C:43]([F:46])([F:45])[F:44])[CH:42]=1)[NH2:39]. No catalyst specified. The product is [CH3:1][O:2][C:3](=[O:34])[CH:4]([C:9]1[CH:10]=[C:11]([C:23]2[CH:28]=[CH:27][C:26]([Cl:29])=[C:25]([C:30]([F:33])([F:31])[F:32])[CH:24]=2)[CH:12]=[C:13]([NH:39][C:38]2[CH:40]=[C:41]([C:43]([F:44])([F:45])[F:46])[CH:42]=[C:36]([F:35])[CH:37]=2)[CH:14]=1)[CH2:5][CH:6]([CH3:8])[CH3:7]. The yield is 0.280.